Task: Predict the product of the given reaction.. Dataset: Forward reaction prediction with 1.9M reactions from USPTO patents (1976-2016) (1) The product is: [Br:1][C:2]1[CH:3]=[CH:4][C:5]([F:11])=[C:6]([CH:10]=1)[C:7]([N:23]1[CH2:22][CH2:21][N:20]([C:24]([O:26][C:27]([CH3:28])([CH3:29])[CH3:30])=[O:25])[CH2:19][CH:18]1[CH2:17][OH:16])=[O:9]. Given the reactants [Br:1][C:2]1[CH:3]=[CH:4][C:5]([F:11])=[C:6]([CH:10]=1)[C:7]([OH:9])=O.S(Cl)(Cl)=O.[OH:16][CH2:17][CH:18]1[NH:23][CH2:22][CH2:21][N:20]([C:24]([O:26][C:27]([CH3:30])([CH3:29])[CH3:28])=[O:25])[CH2:19]1.C(N(CC)CC)C, predict the reaction product. (2) Given the reactants [CH3:1][CH2:2][O:3][CH2:4][CH2:5][O:6][CH2:7][CH2:8][OH:9].O=[C:11]1O[C@H:16]([C@H:18]([CH2:20]O)[OH:19])[C:14](O)=[C:12]1O, predict the reaction product. The product is: [CH3:1][CH2:2][O:3][CH2:4][CH2:5][O:6][CH2:7][CH2:8][OH:9].[CH:11]1[C:12]([C@H:4]2[CH2:5][O:6][C:7]3[CH:8]=[C:18]([OH:19])[CH:16]=[CH:14][C:12]=3[CH2:11]2)=[CH:14][CH:16]=[C:18]([OH:19])[CH:20]=1.